This data is from Forward reaction prediction with 1.9M reactions from USPTO patents (1976-2016). The task is: Predict the product of the given reaction. (1) Given the reactants [C:1]([O:5][C:6](=[O:36])[C:7]1[CH:12]=[CH:11][C:10]([N:13]([CH:15]([C:26]2[CH:31]=[CH:30][C:29]([C:32]([CH3:35])([CH3:34])[CH3:33])=[CH:28][CH:27]=2)[C:16](=[O:25])[NH:17][C:18]2[CH:23]=[CH:22][C:21](I)=[CH:20][CH:19]=2)[CH3:14])=[CH:9][CH:8]=1)([CH3:4])([CH3:3])[CH3:2].C(O)C.C([O-])([O-])=O.[Na+].[Na+].[O:46]1[C:50](B(O)O)=[CH:49][C:48]2[CH:54]=[CH:55][CH:56]=[CH:57][C:47]1=2, predict the reaction product. The product is: [C:1]([O:5][C:6](=[O:36])[C:7]1[CH:12]=[CH:11][C:10]([N:13]([CH:15]([C:16](=[O:25])[N:17]([C:47]2[O:46][C:50]3=[CH:49][CH:48]=[CH:54][C:55]3=[CH:56][CH:57]=2)[C:18]2[CH:23]=[CH:22][CH:21]=[CH:20][CH:19]=2)[C:26]2[CH:31]=[CH:30][C:29]([C:32]([CH3:35])([CH3:34])[CH3:33])=[CH:28][CH:27]=2)[CH3:14])=[CH:9][CH:8]=1)([CH3:4])([CH3:3])[CH3:2]. (2) Given the reactants [S:1]1[CH:5]=[CH:4][C:3]2[C:6](=[O:14])[C:7]3[S:8][CH:9]=[CH:10][C:11]=3[C:12](=[O:13])[C:2]1=2.[OH-].[Na+].[CH2:17]([CH:29](OS(C1C=CC(C)=CC=1)(=O)=O)[CH2:30][CH2:31][CH2:32][CH2:33][CH2:34][CH2:35][CH2:36][CH2:37][CH2:38][CH2:39][CH2:40][CH3:41])[CH2:18][CH2:19][CH2:20][CH2:21][CH2:22][CH2:23][CH2:24][CH2:25][CH2:26][CH2:27][CH3:28], predict the reaction product. The product is: [CH2:17]([CH:29]([O:14][C:6]1[C:7]2[S:8][CH:9]=[CH:10][C:11]=2[C:12]([O:13][CH:29]([CH2:17][CH2:18][CH2:19][CH2:20][CH2:21][CH2:22][CH2:23][CH2:24][CH2:25][CH2:26][CH2:27][CH3:28])[CH2:30][CH2:31][CH2:32][CH2:33][CH2:34][CH2:35][CH2:36][CH2:37][CH2:38][CH2:39][CH2:40][CH3:41])=[C:2]2[S:1][CH:5]=[CH:4][C:3]=12)[CH2:30][CH2:31][CH2:32][CH2:33][CH2:34][CH2:35][CH2:36][CH2:37][CH2:38][CH2:39][CH2:40][CH3:41])[CH2:18][CH2:19][CH2:20][CH2:21][CH2:22][CH2:23][CH2:24][CH2:25][CH2:26][CH2:27][CH3:28]. (3) Given the reactants C([O:5][C:6]([CH2:8][O:9][C:10](=[O:41])[C:11]([NH:32][NH:33]C(OC(C)(C)C)=O)([CH3:31])[CH2:12][C:13]1[CH:18]=[CH:17][C:16]([O:19][C:20]([O:22][CH2:23][CH3:24])=[O:21])=[C:15]([O:25][C:26]([O:28][CH2:29][CH3:30])=[O:27])[CH:14]=1)=[O:7])(C)(C)C.FC(F)(F)C(O)=O.Cl, predict the reaction product. The product is: [C:6]([CH2:8][O:9][C:10](=[O:41])[C:11]([NH:32][NH2:33])([CH3:31])[CH2:12][C:13]1[CH:18]=[CH:17][C:16]([O:19][C:20]([O:22][CH2:23][CH3:24])=[O:21])=[C:15]([O:25][C:26]([O:28][CH2:29][CH3:30])=[O:27])[CH:14]=1)([OH:7])=[O:5]. (4) Given the reactants Cl[C:2]1[N:3]=[C:4]2[NH:13][C@H:12]([C:14]([F:17])([F:16])[F:15])[CH2:11][CH2:10][N:5]2[C:6](=[O:9])[C:7]=1[F:8].[NH:18]1[CH2:23][CH2:22][O:21][CH2:20][CH2:19]1, predict the reaction product. The product is: [F:8][C:7]1[C:6](=[O:9])[N:5]2[CH2:10][CH2:11][C@@H:12]([C:14]([F:17])([F:16])[F:15])[NH:13][C:4]2=[N:3][C:2]=1[N:18]1[CH2:23][CH2:22][O:21][CH2:20][CH2:19]1.